This data is from Catalyst prediction with 721,799 reactions and 888 catalyst types from USPTO. The task is: Predict which catalyst facilitates the given reaction. Reactant: [Br:1][C:2]1[CH:7]=[CH:6][C:5]([C:8](=[O:13])[C:9]([CH3:12])([CH3:11])[CH3:10])=[CH:4][CH:3]=1.[H-].[H-].[H-].[H-].[Li+].[Al+3]. Product: [Br:1][C:2]1[CH:3]=[CH:4][C:5]([CH:8]([OH:13])[C:9]([CH3:11])([CH3:10])[CH3:12])=[CH:6][CH:7]=1. The catalyst class is: 1.